This data is from Full USPTO retrosynthesis dataset with 1.9M reactions from patents (1976-2016). The task is: Predict the reactants needed to synthesize the given product. Given the product [CH3:12][O:11][C:3]1[CH:4]=[C:5]([N+:8]([O-:10])=[O:9])[CH:6]=[CH:7][C:2]=1[N:13]1[CH:17]=[C:16]([CH2:18][OH:19])[N:15]=[CH:14]1, predict the reactants needed to synthesize it. The reactants are: F[C:2]1[CH:7]=[CH:6][C:5]([N+:8]([O-:10])=[O:9])=[CH:4][C:3]=1[O:11][CH3:12].[NH:13]1[CH:17]=[C:16]([CH2:18][OH:19])[N:15]=[CH:14]1.C(=O)([O-])[O-].[Cs+].[Cs+].